Dataset: Full USPTO retrosynthesis dataset with 1.9M reactions from patents (1976-2016). Task: Predict the reactants needed to synthesize the given product. Given the product [Cl:16][CH2:15][C:14]1[C:6]2[C:5](=[CH:4][CH:3]=[C:2]([CH3:1])[CH:7]=2)[O:8][C:12](=[O:11])[CH:13]=1, predict the reactants needed to synthesize it. The reactants are: [CH3:1][C:2]1[CH:7]=[CH:6][C:5]([OH:8])=[CH:4][CH:3]=1.C([O:11][C:12](=O)[CH2:13][C:14](=O)[CH2:15][Cl:16])C.S(=O)(=O)(O)O.